Dataset: Full USPTO retrosynthesis dataset with 1.9M reactions from patents (1976-2016). Task: Predict the reactants needed to synthesize the given product. (1) The reactants are: [Cl:1][C:2]1[CH:29]=[C:28]([Cl:30])[CH:27]=[CH:26][C:3]=1[CH2:4][N:5]1[C:9]2[CH:10]=[C:11]([O:14][CH2:15][CH2:16][CH2:17][C:18]([O:20]CC)=[O:19])[CH:12]=[CH:13][C:8]=2[N:7]=[C:6]1[O:23][CH2:24][CH3:25].[OH-].[Na+].Cl. Given the product [Cl:1][C:2]1[CH:29]=[C:28]([Cl:30])[CH:27]=[CH:26][C:3]=1[CH2:4][N:5]1[C:9]2[CH:10]=[C:11]([O:14][CH2:15][CH2:16][CH2:17][C:18]([OH:20])=[O:19])[CH:12]=[CH:13][C:8]=2[N:7]=[C:6]1[O:23][CH2:24][CH3:25], predict the reactants needed to synthesize it. (2) The reactants are: [F:1][C:2]1[C:30]([N:31]2[CH2:36][CH2:35][NH:34][CH2:33][CH2:32]2)=[CH:29][C:5]2[N:6]([CH2:17][C:18]3[CH:23]=[CH:22][C:21]([O:24][C:25]([F:28])([F:27])[F:26])=[CH:20][CH:19]=3)[C:7]([CH2:9][O:10][C:11]3[CH:16]=[CH:15][CH:14]=[CH:13][CH:12]=3)=[N:8][C:4]=2[CH:3]=1.[C:37]1([CH2:43][C:44](Cl)=[O:45])[CH:42]=[CH:41][CH:40]=[CH:39][CH:38]=1. Given the product [F:1][C:2]1[C:30]([N:31]2[CH2:36][CH2:35][N:34]([C:44](=[O:45])[CH2:43][C:37]3[CH:42]=[CH:41][CH:40]=[CH:39][CH:38]=3)[CH2:33][CH2:32]2)=[CH:29][C:5]2[N:6]([CH2:17][C:18]3[CH:19]=[CH:20][C:21]([O:24][C:25]([F:26])([F:27])[F:28])=[CH:22][CH:23]=3)[C:7]([CH2:9][O:10][C:11]3[CH:12]=[CH:13][CH:14]=[CH:15][CH:16]=3)=[N:8][C:4]=2[CH:3]=1, predict the reactants needed to synthesize it. (3) Given the product [NH2:1][C:4]1[C:5]([N:22]2[CH2:27][CH2:26][CH2:25][C@H:24]([NH:28][C:29](=[O:35])[O:30][C:31]([CH3:33])([CH3:32])[CH3:34])[CH2:23]2)=[C:6]2[CH:12]=[CH:11][N:10]([S:13]([C:16]3[CH:17]=[CH:18][CH:19]=[CH:20][CH:21]=3)(=[O:15])=[O:14])[C:7]2=[N:8][CH:9]=1, predict the reactants needed to synthesize it. The reactants are: [N+:1]([C:4]1[C:5]([N:22]2[CH2:27][CH2:26][CH2:25][C@H:24]([NH:28][C:29](=[O:35])[O:30][C:31]([CH3:34])([CH3:33])[CH3:32])[CH2:23]2)=[C:6]2[CH:12]=[CH:11][N:10]([S:13]([C:16]3[CH:21]=[CH:20][CH:19]=[CH:18][CH:17]=3)(=[O:15])=[O:14])[C:7]2=[N:8][CH:9]=1)([O-])=O.[NH4+].[Cl-].CCO. (4) Given the product [NH2:1][C:2]1[CH:10]=[C:9]2[C:5]([C:6]([C:11]3[CH:16]=[CH:15][N:14]=[C:13]([CH3:17])[CH:12]=3)=[N:7][NH:8]2)=[CH:4][C:3]=1[C:18]([NH:29][CH2:28][C:24]1[CH:25]=[CH:26][CH:27]=[C:22]([Cl:21])[CH:23]=1)=[O:20], predict the reactants needed to synthesize it. The reactants are: [NH2:1][C:2]1[CH:10]=[C:9]2[C:5]([C:6]([C:11]3[CH:16]=[CH:15][N:14]=[C:13]([CH3:17])[CH:12]=3)=[N:7][NH:8]2)=[CH:4][C:3]=1[C:18]([OH:20])=O.[Cl:21][C:22]1[CH:23]=[C:24]([CH2:28][NH2:29])[CH:25]=[CH:26][CH:27]=1.CN(C(ON1N=NC2C=CC=NC1=2)=[N+](C)C)C.F[P-](F)(F)(F)(F)F.CCN(C(C)C)C(C)C. (5) Given the product [Br:1][C:2]1[CH:3]=[C:4]2[C:9](=[CH:10][CH:11]=1)[N:8]=[CH:7][C:6]([NH2:12])=[C:5]2[NH:15][C:16]1[C:17]([O:22][CH3:23])=[N:18][CH:19]=[CH:20][CH:21]=1, predict the reactants needed to synthesize it. The reactants are: [Br:1][C:2]1[CH:3]=[C:4]2[C:9](=[CH:10][CH:11]=1)[N:8]=[CH:7][C:6]([N+:12]([O-])=O)=[C:5]2[NH:15][C:16]1[C:17]([O:22][CH3:23])=[N:18][CH:19]=[CH:20][CH:21]=1. (6) Given the product [CH2:24]([O:1][C:2]1[CH:3]=[CH:4][C:5]2[C:6](=[O:17])[C:7]3[C:12]([O:13][C:14]=2[C:15]=1[O:16][CH2:32][CH:30]=[CH2:29])=[CH:11][CH:10]=[CH:9][CH:8]=3)[CH:25]=[CH2:26], predict the reactants needed to synthesize it. The reactants are: [OH:1][C:2]1[CH:3]=[CH:4][C:5]2[C:6](=[O:17])[C:7]3[C:12]([O:13][C:14]=2[C:15]=1[OH:16])=[CH:11][CH:10]=[CH:9][CH:8]=3.C([O-])([O-])=O.[K+].[K+].[CH2:24](Br)[CH:25]=[CH2:26].Cl.[CH3:29][C:30]([CH3:32])=O. (7) Given the product [CH2:3]([O:10][C:11]([NH:13][C@@H:14]([C:37]([OH:39])=[O:38])[CH2:15][O:16][C@@H:17]([C:31]1[CH:36]=[CH:35][CH:34]=[CH:33][CH:32]=1)[CH2:18][N:19]([C:24]([O:26][C:27]([CH3:30])([CH3:29])[CH3:28])=[O:25])[CH2:20][CH:21]1[CH2:22][CH2:23]1)=[O:12])[C:4]1[CH:5]=[CH:6][CH:7]=[CH:8][CH:9]=1, predict the reactants needed to synthesize it. The reactants are: [OH-].[Na+].[CH2:3]([O:10][C:11]([NH:13][C@@H:14]([C:37]([O:39]C)=[O:38])[CH2:15][O:16][C@@H:17]([C:31]1[CH:36]=[CH:35][CH:34]=[CH:33][CH:32]=1)[CH2:18][N:19]([C:24]([O:26][C:27]([CH3:30])([CH3:29])[CH3:28])=[O:25])[CH2:20][CH:21]1[CH2:23][CH2:22]1)=[O:12])[C:4]1[CH:9]=[CH:8][CH:7]=[CH:6][CH:5]=1.Cl.